Predict the product of the given reaction. From a dataset of Forward reaction prediction with 1.9M reactions from USPTO patents (1976-2016). Given the reactants [CH2:1]([C:3]([C:28]1[CH:33]=[CH:32][C:31]([OH:34])=[C:30]([CH3:35])[CH:29]=1)([C:6]1[CH:11]=[CH:10][C:9](/[CH:12]=[CH:13]/[C:14]([O:23][CH2:24][O:25][CH3:26])([C:19]([F:22])([F:21])[F:20])[C:15]([F:18])([F:17])[F:16])=[C:8]([CH3:27])[CH:7]=1)[CH2:4][CH3:5])[CH3:2].O[CH2:37][C@@H:38]1[O:43][C:42](=[O:44])[CH2:41][CH2:40][CH2:39]1, predict the reaction product. The product is: [CH2:1]([C:3]([C:28]1[CH:33]=[CH:32][C:31]([O:34][CH2:37][C@@H:38]2[O:43][C:42](=[O:44])[CH2:41][CH2:40][CH2:39]2)=[C:30]([CH3:35])[CH:29]=1)([C:6]1[CH:11]=[CH:10][C:9](/[CH:12]=[CH:13]/[C:14]([O:23][CH2:24][O:25][CH3:26])([C:19]([F:20])([F:21])[F:22])[C:15]([F:18])([F:17])[F:16])=[C:8]([CH3:27])[CH:7]=1)[CH2:4][CH3:5])[CH3:2].